From a dataset of HIV replication inhibition screening data with 41,000+ compounds from the AIDS Antiviral Screen. Binary Classification. Given a drug SMILES string, predict its activity (active/inactive) in a high-throughput screening assay against a specified biological target. (1) The drug is CC1(C)CCC(Sc2ccccc2)O1. The result is 0 (inactive). (2) The molecule is C#CC1(O)CCC2C3CCC4=Cc5oncc5CC4(C)C3CCC21C. The result is 0 (inactive). (3) The molecule is C=C(C)C1(OC(=O)c2cc([N+](=O)[O-])cc([N+](=O)[O-])c2)CC2CCCCC21. The result is 0 (inactive).